From a dataset of Catalyst prediction with 721,799 reactions and 888 catalyst types from USPTO. Predict which catalyst facilitates the given reaction. (1) Reactant: [NH2:1][C:2]1[CH:3]=[CH:4][C:5]([C:18]2[C:19]([N:38]([CH3:43])[S:39]([CH3:42])(=[O:41])=[O:40])=[CH:20][C:21]3[O:25][C:24]([C:26]4[CH:31]=[CH:30][C:29]([F:32])=[CH:28][CH:27]=4)=[C:23]([C:33]([NH:35][CH3:36])=[O:34])[C:22]=3[CH:37]=2)=[N:6][C:7]=1[C:8]1[NH:9][C:10]2[C:15]([CH:16]=1)=[C:14]([F:17])[CH:13]=[CH:12][CH:11]=2.[C:44]1(=O)[CH2:47][CH2:46][CH2:45]1.Cl.CO. Product: [F:17][C:14]1[C:15]2[CH:16]=[C:8]3[C:7]4[N:6]=[C:5]([C:18]5[C:19]([N:38]([CH3:43])[S:39]([CH3:42])(=[O:41])=[O:40])=[CH:20][C:21]6[O:25][C:24]([C:26]7[CH:27]=[CH:28][C:29]([F:32])=[CH:30][CH:31]=7)=[C:23]([C:33]([NH:35][CH3:36])=[O:34])[C:22]=6[CH:37]=5)[CH:4]=[CH:3][C:2]=4[NH:1][C:44]4([CH2:47][CH2:46][CH2:45]4)[N:9]3[C:10]=2[CH:11]=[CH:12][CH:13]=1. The catalyst class is: 258. (2) Reactant: [CH2:1]([Si:5]([CH3:18])([C:12]1[CH:17]=[CH:16][CH:15]=[CH:14][CH:13]=1)[C:6](=[O:11])[CH2:7][CH:8]([CH3:10])[CH3:9])[CH2:2][CH:3]=[CH2:4].[H-].[Al+3].[Li+].[H-].[H-].[H-]. Product: [CH2:1]([Si:5]([CH3:18])([C:12]1[CH:13]=[CH:14][CH:15]=[CH:16][CH:17]=1)[CH:6]([OH:11])[CH2:7][CH:8]([CH3:10])[CH3:9])[CH2:2][CH:3]=[CH2:4]. The catalyst class is: 27. (3) Reactant: [Cl:1][C:2]1[CH:3]=[C:4]([C:8]#[C:9][C:10]2[N:11]=[C:12]([CH3:22])[N:13]([C:15]3[CH:20]=[CH:19][NH:18][C:17](=[O:21])[CH:16]=3)[CH:14]=2)[CH:5]=[CH:6][CH:7]=1.[C:23](=O)([O-])[O-].[K+].[K+].CI. Product: [Cl:1][C:2]1[CH:3]=[C:4]([C:8]#[C:9][C:10]2[N:11]=[C:12]([CH3:22])[N:13]([C:15]3[CH:20]=[CH:19][N:18]([CH3:23])[C:17](=[O:21])[CH:16]=3)[CH:14]=2)[CH:5]=[CH:6][CH:7]=1. The catalyst class is: 843. (4) Reactant: [CH2:1]([N:8]([CH2:20][C:21]1[CH:26]=[CH:25][C:24]([C:27]([CH3:30])([CH3:29])[CH3:28])=[CH:23][CH:22]=1)[CH2:9][C:10]1[CH:15]=[CH:14][C:13]([C:16]([CH3:19])([CH3:18])[CH3:17])=[CH:12][CH:11]=1)[C:2]1[CH:7]=[CH:6][CH:5]=[CH:4][CH:3]=1.[ClH:31]. Product: [Cl-:31].[CH2:1]([NH+:8]([CH2:9][C:10]1[CH:11]=[CH:12][C:13]([C:16]([CH3:19])([CH3:18])[CH3:17])=[CH:14][CH:15]=1)[CH2:20][C:21]1[CH:26]=[CH:25][C:24]([C:27]([CH3:30])([CH3:29])[CH3:28])=[CH:23][CH:22]=1)[C:2]1[CH:3]=[CH:4][CH:5]=[CH:6][CH:7]=1. The catalyst class is: 27. (5) Reactant: Br[C:2]1[CH:7]=[CH:6][C:5]([O:8][CH2:9][C:10]2[CH:15]=[CH:14][CH:13]=[CH:12][CH:11]=2)=[CH:4][C:3]=1[C:16]([F:19])([F:18])[F:17].[Li]CCCC.CN(C)[CH:27]=[O:28]. Product: [CH2:9]([O:8][C:5]1[CH:6]=[CH:7][C:2]([CH:27]=[O:28])=[C:3]([C:16]([F:19])([F:18])[F:17])[CH:4]=1)[C:10]1[CH:15]=[CH:14][CH:13]=[CH:12][CH:11]=1. The catalyst class is: 7. (6) Reactant: [Br:1][C:2]1[CH:15]=[CH:14][C:13]2[C:4](=[C:5]3[C:10](=[C:11]([NH2:16])[N:12]=2)[CH:9]=[CH:8][CH:7]=[CH:6]3)[CH:3]=1.C([O-])(O)=O.[Na+].COCCO[CH2:27][CH2:28]OC.O. Product: [Br:1][C:2]1[CH:15]=[CH:14][C:13]2[N:12]3[C:2]([C:3]4[C:4]([CH3:13])=[CH:5][C:10]([CH3:11])=[CH:9][C:27]=4[CH3:28])=[CH:15][N:16]=[C:11]3[C:10]3[CH:9]=[CH:8][CH:7]=[CH:6][C:5]=3[C:4]=2[CH:3]=1. The catalyst class is: 41.